This data is from Reaction yield outcomes from USPTO patents with 853,638 reactions. The task is: Predict the reaction yield, written as a fraction of the theoretical maximum amount of product (1.0 means a 100% yield; for example, 0.34 means a 34% yield). The reactants are FC(F)(F)S(O[C:7]1[C:8]([CH3:13])=[N:9][CH:10]=[CH:11][CH:12]=1)(=O)=O.[CH3:16][Si:17]([C:20]#[CH:21])([CH3:19])[CH3:18].C(N(CC)CC)C. The catalyst is CN(C)C=O.C1C=CC(P(C2C=CC=CC=2)C2C=CC=CC=2)=CC=1.C1C=CC(P(C2C=CC=CC=2)C2C=CC=CC=2)=CC=1.Cl[Pd]Cl.[Cu]I. The product is [CH3:13][C:8]1[C:7]([C:21]#[C:20][Si:17]([CH3:19])([CH3:18])[CH3:16])=[CH:12][CH:11]=[CH:10][N:9]=1. The yield is 0.841.